This data is from Full USPTO retrosynthesis dataset with 1.9M reactions from patents (1976-2016). The task is: Predict the reactants needed to synthesize the given product. (1) Given the product [CH3:38][N:37]([CH3:39])[S:34]([C:30]1[CH:31]=[CH:32][CH:33]=[C:28]([N:26]2[C:5]([C:7]3[C:12](=[O:13])[CH:11]=[CH:10][N:9]([C:14]4[CH:19]=[CH:18][CH:17]=[C:16]([O:20][C:21]([F:24])([F:23])[F:22])[CH:15]=4)[N:8]=3)=[CH:4][CH:3]=[N:2]2)[CH:29]=1)(=[O:35])=[O:36], predict the reactants needed to synthesize it. The reactants are: C[N:2](C)/[CH:3]=[CH:4]/[C:5]([C:7]1[C:12](=[O:13])[CH:11]=[CH:10][N:9]([C:14]2[CH:19]=[CH:18][CH:17]=[C:16]([O:20][C:21]([F:24])([F:23])[F:22])[CH:15]=2)[N:8]=1)=O.[NH:26]([C:28]1[CH:29]=[C:30]([S:34]([N:37]([CH3:39])[CH3:38])(=[O:36])=[O:35])[CH:31]=[CH:32][CH:33]=1)N. (2) Given the product [C:18]([O:22][C:23]([N:25]([CH3:1])[C:26]1[CH:31]=[CH:30][CH:29]=[CH:28][C:27]=1[C:32]1[CH:44]=[CH:43][C:35]([C:36]([O:38][C:39]([CH3:40])([CH3:41])[CH3:42])=[O:37])=[C:34]([N+:45]([O-:47])=[O:46])[CH:33]=1)=[O:24])([CH3:19])([CH3:20])[CH3:21], predict the reactants needed to synthesize it. The reactants are: [C:1](=O)([O-])[O-].[K+].[K+].S(OC)(OC)(=O)=O.CC(C)=O.[C:18]([O:22][C:23]([NH:25][C:26]1[CH:31]=[CH:30][CH:29]=[CH:28][C:27]=1[C:32]1[CH:44]=[CH:43][C:35]([C:36]([O:38][C:39]([CH3:42])([CH3:41])[CH3:40])=[O:37])=[C:34]([N+:45]([O-:47])=[O:46])[CH:33]=1)=[O:24])([CH3:21])([CH3:20])[CH3:19].